Dataset: Peptide-MHC class II binding affinity with 134,281 pairs from IEDB. Task: Regression. Given a peptide amino acid sequence and an MHC pseudo amino acid sequence, predict their binding affinity value. This is MHC class II binding data. (1) The peptide sequence is DVCGMFTNRSGSQQW. The MHC is HLA-DPA10201-DPB10501 with pseudo-sequence HLA-DPA10201-DPB10501. The binding affinity (normalized) is 0. (2) The peptide sequence is YEAFVLHFSEALHII. The MHC is DRB1_0701 with pseudo-sequence DRB1_0701. The binding affinity (normalized) is 0.806. (3) The peptide sequence is GKNERELATLHHLNP. The MHC is DRB1_0802 with pseudo-sequence DRB1_0802. The binding affinity (normalized) is 0.0487. (4) The MHC is DRB3_0301 with pseudo-sequence DRB3_0301. The peptide sequence is VTKDTNDNNLYKLHG. The binding affinity (normalized) is 0.237. (5) The peptide sequence is EVLLLTIGLSLVASV. The MHC is DRB1_1302 with pseudo-sequence DRB1_1302. The binding affinity (normalized) is 0.767. (6) The peptide sequence is NFESFTVKLGGVFHE. The MHC is DRB1_0101 with pseudo-sequence DRB1_0101. The binding affinity (normalized) is 0.591.